The task is: Regression/Classification. Given a drug SMILES string, predict its toxicity properties. Task type varies by dataset: regression for continuous values (e.g., LD50, hERG inhibition percentage) or binary classification for toxic/non-toxic outcomes (e.g., AMES mutagenicity, cardiotoxicity, hepatotoxicity). Dataset: herg_karim.. This data is from hERG potassium channel inhibition data for cardiac toxicity prediction from Karim et al.. (1) The molecule is CCOC(=O)Nc1cccc([C@@H](c2ccc(C(=O)N3CCC3)cc2)N2CCN(Cc3cccnc3)CC2)c1. The result is 0 (non-blocker). (2) The drug is Cc1ccc(C(=O)NC2CC2)cc1-c1cc2cnn(-c3c(F)cccc3F)c2n(C)c1=O. The result is 0 (non-blocker). (3) The drug is CC(=O)Nc1ccc2cnn(-c3cc(NC4CC4)n4ncc(C#N)c4n3)c2c1. The result is 0 (non-blocker).